From a dataset of Full USPTO retrosynthesis dataset with 1.9M reactions from patents (1976-2016). Predict the reactants needed to synthesize the given product. (1) Given the product [CH2:20]([S:1][C:2]1[NH:3][CH:4]=[C:5]([CH2:7][C:8]2[CH:9]=[CH:10][CH:11]=[CH:12][CH:13]=2)[N:6]=1)[C:21]1[CH:26]=[CH:25][CH:24]=[CH:23][CH:22]=1, predict the reactants needed to synthesize it. The reactants are: [SH:1][C:2]1[NH:3][CH:4]=[C:5]([CH2:7][C:8]2[CH:13]=[CH:12][CH:11]=[CH:10][CH:9]=2)[N:6]=1.C([O-])([O-])=O.[K+].[K+].[CH2:20](Br)[C:21]1[CH:26]=[CH:25][CH:24]=[CH:23][CH:22]=1. (2) The reactants are: [CH3:1][C:2]1([CH3:14])[CH2:7][CH2:6][C:5](=[CH:8][C:9]([O:11][CH2:12][CH3:13])=[O:10])[CH2:4][CH2:3]1.[H][H]. Given the product [CH3:1][C:2]1([CH3:14])[CH2:3][CH2:4][CH:5]([CH2:8][C:9]([O:11][CH2:12][CH3:13])=[O:10])[CH2:6][CH2:7]1, predict the reactants needed to synthesize it. (3) Given the product [CH3:17][O:16][C:8]1[CH:9]=[C:10]([C:12]([F:13])([F:14])[F:15])[CH:11]=[C:3]([C:2]([F:1])([F:18])[F:19])[C:4]=1[C:5]([NH:69][CH:59]([C:53]1[CH:58]=[CH:57][CH:56]=[CH:55][CH:54]=1)[C:60]1([N:64]2[CH2:65][CH2:66][CH2:67][CH2:68]2)[CH2:63][O:62][CH2:61]1)=[O:6], predict the reactants needed to synthesize it. The reactants are: [F:1][C:2]([F:19])([F:18])[C:3]1[CH:11]=[C:10]([C:12]([F:15])([F:14])[F:13])[CH:9]=[C:8]([O:16][CH3:17])[C:4]=1[C:5](O)=[O:6].C(N(CC)C(C)C)(C)C.F[P-](F)(F)(F)(F)F.N1(OC(N(C)C)=[N+](C)C)C2N=CC=CC=2N=N1.[C:53]1([CH:59]([NH2:69])[C:60]2([N:64]3[CH2:68][CH2:67][CH2:66][CH2:65]3)[CH2:63][O:62][CH2:61]2)[CH:58]=[CH:57][CH:56]=[CH:55][CH:54]=1. (4) Given the product [NH2:25][CH2:24][CH2:23][CH2:22][C:21]#[C:20][C:13]1[C:14]([NH:16][CH2:17][CH2:18][CH3:19])=[N:15][C:10]([NH:9][C:6]2[CH:5]=[CH:4][C:3]([C:1]#[N:2])=[CH:8][CH:7]=2)=[N:11][CH:12]=1, predict the reactants needed to synthesize it. The reactants are: [C:1]([C:3]1[CH:8]=[CH:7][C:6]([NH:9][C:10]2[N:15]=[C:14]([NH:16][CH2:17][CH2:18][CH3:19])[C:13]([C:20]#[C:21][CH2:22][CH2:23][CH2:24][N:25]3C(=O)C4C(=CC=CC=4)C3=O)=[CH:12][N:11]=2)=[CH:5][CH:4]=1)#[N:2].Cl.